From a dataset of Full USPTO retrosynthesis dataset with 1.9M reactions from patents (1976-2016). Predict the reactants needed to synthesize the given product. (1) Given the product [F:41][C:38]([F:39])([F:40])[C:36]1[CH:35]=[CH:34][N:33]=[C:32]([NH:31][C:27]2[CH:26]=[C:25]([C:22]3[S:21][C:20]([C:8]([OH:19])([CH2:9][CH2:10][OH:11])[CH2:7][CH2:6][OH:5])=[N:24][CH:23]=3)[CH:30]=[CH:29][CH:28]=2)[N:37]=1, predict the reactants needed to synthesize it. The reactants are: CC(C)([Si](C)(C)[O:5][CH2:6][CH2:7][C:8]([C:20]1[S:21][C:22]([C:25]2[CH:30]=[CH:29][CH:28]=[C:27]([NH:31][C:32]3[N:37]=[C:36]([C:38]([F:41])([F:40])[F:39])[CH:35]=[CH:34][N:33]=3)[CH:26]=2)=[CH:23][N:24]=1)([OH:19])[CH2:9][CH2:10][O:11][Si](C)(C)C(C)(C)C)C.CCCC[N+](CCCC)(CCCC)CCCC.[F-]. (2) The reactants are: C(N(CC)CC)C.[CH:8]([C:10]1[C:18]2[C:13](=[CH:14][CH:15]=[CH:16][CH:17]=2)[N:12](C(OC(C)(C)C)=O)[CH:11]=1)=[O:9].[CH3:26][N:27]([CH3:47])[CH2:28][CH2:29][O:30][C:31]1[CH:46]=[CH:45][C:34]([CH:35]=[N:36][C:37]2[CH:42]=[CH:41][CH:40]=[C:39]([O:43][CH3:44])[CH:38]=2)=[CH:33][CH:32]=1. Given the product [CH3:26][N:27]([CH3:47])[CH2:28][CH2:29][O:30][C:31]1[CH:32]=[CH:33][C:34]([CH:35]([NH:36][C:37]2[CH:42]=[CH:41][CH:40]=[C:39]([O:43][CH3:44])[CH:38]=2)[C:8]([C:10]2[C:18]3[C:13](=[CH:14][CH:15]=[CH:16][CH:17]=3)[NH:12][CH:11]=2)=[O:9])=[CH:45][CH:46]=1, predict the reactants needed to synthesize it. (3) Given the product [F:28][C:29]1[CH:30]=[C:31]([C:2]2[N:3]=[C:4]3[CH:9]=[CH:8][C:7]([N:10]4[CH2:15][CH2:14][CH:13]([N:16]5[CH2:20][CH2:19][CH2:18][CH2:17]5)[CH2:12][CH2:11]4)=[N:6][N:5]3[C:21]=2[C:22]2[CH:27]=[CH:26][N:25]=[N:24][CH:23]=2)[CH:32]=[C:33]([F:35])[CH:34]=1, predict the reactants needed to synthesize it. The reactants are: Br[C:2]1[N:3]=[C:4]2[CH:9]=[CH:8][C:7]([N:10]3[CH2:15][CH2:14][CH:13]([N:16]4[CH2:20][CH2:19][CH2:18][CH2:17]4)[CH2:12][CH2:11]3)=[N:6][N:5]2[C:21]=1[C:22]1[CH:27]=[CH:26][N:25]=[N:24][CH:23]=1.[F:28][C:29]1[CH:30]=[C:31](B(O)O)[CH:32]=[C:33]([F:35])[CH:34]=1.C(=O)([O-])[O-].[Cs+].[Cs+].[Cl-].[Na+]. (4) Given the product [CH3:24][N:8]([C:6]1[CH:5]=[CH:4][N:3]=[C:2]([NH:25][CH2:26][CH2:27][C:28]2[CH:29]=[N:30][CH:31]=[CH:32][CH:33]=2)[N:7]=1)[C:9]1[C:14]([C:15]([NH2:17])=[O:16])=[CH:13][N:12]=[C:11]([C:18]2[CH:23]=[CH:22][CH:21]=[CH:20][CH:19]=2)[N:10]=1, predict the reactants needed to synthesize it. The reactants are: F[C:2]1[N:7]=[C:6]([N:8]([CH3:24])[C:9]2[C:14]([C:15]([NH2:17])=[O:16])=[CH:13][N:12]=[C:11]([C:18]3[CH:23]=[CH:22][CH:21]=[CH:20][CH:19]=3)[N:10]=2)[CH:5]=[CH:4][N:3]=1.[NH2:25][CH2:26][CH2:27][C:28]1[CH:29]=[N:30][CH:31]=[CH:32][CH:33]=1.